Dataset: Forward reaction prediction with 1.9M reactions from USPTO patents (1976-2016). Task: Predict the product of the given reaction. (1) Given the reactants [C:1]([O:5][C:6]([N:8]1[CH2:13][CH2:12][N:11]([C:14]2[CH:19]=[CH:18][C:17]([F:20])=[CH:16][C:15]=2[C:21]([O:23]C)=[O:22])[CH2:10][CH2:9]1)=[O:7])([CH3:4])([CH3:3])[CH3:2].[Li+].[OH-], predict the reaction product. The product is: [C:1]([O:5][C:6]([N:8]1[CH2:13][CH2:12][N:11]([C:14]2[CH:19]=[CH:18][C:17]([F:20])=[CH:16][C:15]=2[C:21]([OH:23])=[O:22])[CH2:10][CH2:9]1)=[O:7])([CH3:4])([CH3:2])[CH3:3]. (2) Given the reactants [CH3:1][C:2]1([CH3:38])[CH2:6][CH:5]([CH2:7][N:8]2[C:16]3[C:11](=[CH:12][C:13]([C:17]4[CH:18]=[N:19][N:20](C5CCCCO5)[CH:21]=4)=[CH:14][CH:15]=3)[CH:10]=[N:9]2)[CH2:4][N:3]1[C:28](=[O:37])[CH2:29][CH2:30][C:31]1[CH:36]=[CH:35][CH:34]=[CH:33][CH:32]=1.C1(C)C=CC(S(O)(=O)=O)=CC=1.C(=O)(O)[O-].[Na+], predict the reaction product. The product is: [NH:19]1[CH:18]=[C:17]([C:13]2[CH:12]=[C:11]3[C:16](=[CH:15][CH:14]=2)[N:8]([CH2:7][CH:5]2[CH2:4][N:3]([C:28](=[O:37])[CH2:29][CH2:30][C:31]4[CH:32]=[CH:33][CH:34]=[CH:35][CH:36]=4)[C:2]([CH3:38])([CH3:1])[CH2:6]2)[N:9]=[CH:10]3)[CH:21]=[N:20]1.